From a dataset of NCI-60 drug combinations with 297,098 pairs across 59 cell lines. Regression. Given two drug SMILES strings and cell line genomic features, predict the synergy score measuring deviation from expected non-interaction effect. (1) Drug 1: CC1OCC2C(O1)C(C(C(O2)OC3C4COC(=O)C4C(C5=CC6=C(C=C35)OCO6)C7=CC(=C(C(=C7)OC)O)OC)O)O. Drug 2: CCCS(=O)(=O)NC1=C(C(=C(C=C1)F)C(=O)C2=CNC3=C2C=C(C=N3)C4=CC=C(C=C4)Cl)F. Cell line: NCIH23. Synergy scores: CSS=46.9, Synergy_ZIP=-0.908, Synergy_Bliss=-1.42, Synergy_Loewe=-23.5, Synergy_HSA=-3.96. (2) Cell line: IGROV1. Drug 2: C1=NNC2=C1C(=O)NC=N2. Synergy scores: CSS=8.89, Synergy_ZIP=-4.85, Synergy_Bliss=-3.24, Synergy_Loewe=0.581, Synergy_HSA=0.350. Drug 1: CS(=O)(=O)OCCCCOS(=O)(=O)C. (3) Cell line: T-47D. Drug 2: C1=NC2=C(N1)C(=S)N=C(N2)N. Drug 1: CN(C)C1=NC(=NC(=N1)N(C)C)N(C)C. Synergy scores: CSS=29.5, Synergy_ZIP=-8.67, Synergy_Bliss=-6.59, Synergy_Loewe=-41.0, Synergy_HSA=-5.63. (4) Drug 1: CCN(CC)CCNC(=O)C1=C(NC(=C1C)C=C2C3=C(C=CC(=C3)F)NC2=O)C. Drug 2: COC1=C2C(=CC3=C1OC=C3)C=CC(=O)O2. Cell line: PC-3. Synergy scores: CSS=-0.450, Synergy_ZIP=3.97, Synergy_Bliss=-4.70, Synergy_Loewe=-5.05, Synergy_HSA=-8.43. (5) Drug 1: C1=CN(C(=O)N=C1N)C2C(C(C(O2)CO)O)O.Cl. Drug 2: C1C(C(OC1N2C=NC3=C2NC=NCC3O)CO)O. Cell line: LOX IMVI. Synergy scores: CSS=33.9, Synergy_ZIP=-0.0319, Synergy_Bliss=-1.88, Synergy_Loewe=-26.3, Synergy_HSA=-3.05. (6) Drug 1: C1=CN(C(=O)N=C1N)C2C(C(C(O2)CO)O)O.Cl. Drug 2: CC1=C2C(C(=O)C3(C(CC4C(C3C(C(C2(C)C)(CC1OC(=O)C(C(C5=CC=CC=C5)NC(=O)OC(C)(C)C)O)O)OC(=O)C6=CC=CC=C6)(CO4)OC(=O)C)O)C)O. Cell line: HS 578T. Synergy scores: CSS=13.2, Synergy_ZIP=-2.93, Synergy_Bliss=-5.48, Synergy_Loewe=-8.58, Synergy_HSA=-5.04. (7) Drug 1: B(C(CC(C)C)NC(=O)C(CC1=CC=CC=C1)NC(=O)C2=NC=CN=C2)(O)O. Drug 2: CC1=C(C(=CC=C1)Cl)NC(=O)C2=CN=C(S2)NC3=CC(=NC(=N3)C)N4CCN(CC4)CCO. Cell line: T-47D. Synergy scores: CSS=49.2, Synergy_ZIP=1.30, Synergy_Bliss=2.74, Synergy_Loewe=-7.06, Synergy_HSA=5.21.